This data is from Reaction yield outcomes from USPTO patents with 853,638 reactions. The task is: Predict the reaction yield, written as a fraction of the theoretical maximum amount of product (1.0 means a 100% yield; for example, 0.34 means a 34% yield). (1) The reactants are [CH2:1]([C:5]1[N:6]=[C:7]([CH3:27])[NH:8][C:9](=[O:26])[C:10]=1[CH2:11][C:12]1[CH:17]=[CH:16][C:15]([C:18]2[C:19]([C:24]#[N:25])=[CH:20][CH:21]=[CH:22][CH:23]=2)=[CH:14][CH:13]=1)[CH2:2][CH2:3][CH3:4].[H-].[Na+].Br[CH2:31][CH2:32][C:33]1[CH:38]=[CH:37][CH:36]=[C:35]([F:39])[CH:34]=1.[Cl-].O[NH3+:42].[C:43](=[O:46])([O-])[OH:44].[Na+]. The catalyst is C(OCC)(=O)C.CS(C)=O.CN(C)C=O. The product is [CH2:1]([C:5]1[N:6]=[C:7]([CH3:27])[N:8]([CH2:31][CH2:32][C:33]2[CH:38]=[CH:37][CH:36]=[C:35]([F:39])[CH:34]=2)[C:9](=[O:26])[C:10]=1[CH2:11][C:12]1[CH:17]=[CH:16][C:15]([C:18]2[CH:23]=[CH:22][CH:21]=[CH:20][C:19]=2[C:24]2[NH:42][C:43](=[O:46])[O:44][N:25]=2)=[CH:14][CH:13]=1)[CH2:2][CH2:3][CH3:4]. The yield is 0.100. (2) The catalyst is C(OCC)C.O1CCOCC1. The product is [Br:17][C:18]1[CH:23]=[C:22]([CH3:24])[CH:21]=[C:20]([Br:25])[C:19]=1[NH:26][C:2]1[CH:7]=[CH:6][N:5]=[C:4]([NH:8][C:9]2[CH:16]=[CH:15][C:12]([C:13]#[N:14])=[CH:11][CH:10]=2)[N:3]=1.[NH2:14][C:13]1[C:30]([CH3:18])=[CH:31][C:32]([C:33]#[N:29])=[CH:11][C:12]=1[CH3:15].[CH:7]([N:26]([CH:19]([CH3:18])[CH3:20])[CH2:30][CH3:31])([CH3:2])[CH3:6]. The yield is 0.159. The reactants are Cl[C:2]1[CH:7]=[CH:6][N:5]=[C:4]([NH:8][C:9]2[CH:16]=[CH:15][C:12]([C:13]#[N:14])=[CH:11][CH:10]=2)[N:3]=1.[Br:17][C:18]1[CH:23]=[C:22]([CH3:24])[CH:21]=[C:20]([Br:25])[C:19]=1[NH2:26].Cl.C[N:29]1[CH2:33][CH2:32][CH2:31][C:30]1=O. (3) The reactants are [C:1]([O:4][CH2:5][CH3:6])(=[O:3])[CH3:2].[Li+].CC([N-]C(C)C)C.[CH:15]([N:18]1[CH:22]=[C:21]([CH:23]=[O:24])[CH:20]=[N:19]1)([CH3:17])[CH3:16]. The catalyst is C1COCC1. The product is [CH:15]([N:18]1[CH:22]=[C:21]([C:23](=[O:24])[CH2:2][C:1]([O:4][CH2:5][CH3:6])=[O:3])[CH:20]=[N:19]1)([CH3:17])[CH3:16]. The yield is 0.400. (4) The reactants are [N:1]1[NH:2][C:3](=[O:16])[CH2:4][CH:5]2[CH2:11][CH2:10][CH2:9][C:8]3[CH:12]=[CH:13][CH:14]=[CH:15][C:7]=3[C:6]=12. The catalyst is C(#N)C.[Cu](Cl)Cl. The product is [O:16]=[C:3]1[NH:2][N:1]=[C:6]2[C:7]3[CH:15]=[CH:14][CH:13]=[CH:12][C:8]=3[CH2:9][CH2:10][CH2:11][C:5]2=[CH:4]1. The yield is 0.900. (5) The reactants are Cl.[CH:2]([CH:15]1[C:20](=[O:21])[CH2:19][CH2:18][NH:17][CH2:16]1)([C:9]1[CH:14]=[CH:13][CH:12]=[CH:11][CH:10]=1)[C:3]1[CH:8]=[CH:7][CH:6]=[CH:5][CH:4]=1.[CH3:22][O:23][C:24]1[CH:31]=[CH:30][C:29]([N+:32]([O-:34])=[O:33])=[CH:28][C:25]=1[CH2:26]Br.C(=O)([O-])O.[Na+].C(OCC)(=O)C. The catalyst is CN(C)C=O.CCCCCC.O. The product is [CH:2]([CH:15]1[C:20](=[O:21])[CH2:19][CH2:18][N:17]([CH2:26][C:25]2[CH:28]=[C:29]([N+:32]([O-:34])=[O:33])[CH:30]=[CH:31][C:24]=2[O:23][CH3:22])[CH2:16]1)([C:9]1[CH:14]=[CH:13][CH:12]=[CH:11][CH:10]=1)[C:3]1[CH:4]=[CH:5][CH:6]=[CH:7][CH:8]=1. The yield is 0.930. (6) The reactants are [CH3:1][O:2][C:3]1[CH:8]=[C:7]([CH:9]=O)[CH:6]=[CH:5][N:4]=1.[CH3:11][O:12][C:13]([CH:15]=P(C1C=CC=CC=1)(C1C=CC=CC=1)C1C=CC=CC=1)=[O:14].O. The catalyst is C(Cl)Cl. The product is [CH3:11][O:12][C:13](=[O:14])[CH:15]=[CH:9][C:7]1[CH:6]=[CH:5][N:4]=[C:3]([O:2][CH3:1])[CH:8]=1. The yield is 0.876.